This data is from Forward reaction prediction with 1.9M reactions from USPTO patents (1976-2016). The task is: Predict the product of the given reaction. (1) Given the reactants [C:1]([O:5][C:6]([N:8]1[CH2:13][CH2:12][CH:11]([C@@H:14]2[O:23][C:17]3=[CH:18][N:19]=[C:20](Cl)[CH:21]=[C:16]3[CH2:15]2)[CH2:10][CH2:9]1)=[O:7])([CH3:4])([CH3:3])[CH3:2].[CH3:24][S:25]([N:28]1[CH2:33][CH:32]=[C:31](B2OC(C)(C)C(C)(C)O2)[CH2:30][CH2:29]1)(=[O:27])=[O:26].C([O-])([O-])=O.[Na+].[Na+], predict the reaction product. The product is: [C:1]([O:5][C:6]([N:8]1[CH2:13][CH2:12][CH:11]([C@@H:14]2[O:23][C:17]3=[CH:18][N:19]=[C:20]([C:31]4[CH2:32][CH2:33][N:28]([S:25]([CH3:24])(=[O:27])=[O:26])[CH2:29][CH:30]=4)[CH:21]=[C:16]3[CH2:15]2)[CH2:10][CH2:9]1)=[O:7])([CH3:4])([CH3:3])[CH3:2]. (2) Given the reactants [CH3:1][C:2]1[CH:7]=[CH:6][N:5]=[C:4]([N:8]([CH2:16][CH2:17][NH:18][S:19](/[CH:22]=[CH:23]/[C:24]([F:27])([F:26])[F:25])(=[O:21])=[O:20])C(=O)OC(C)(C)C)[CH:3]=1.Cl, predict the reaction product. The product is: [F:27][C:24]([F:25])([F:26])/[CH:23]=[CH:22]/[S:19]([NH:18][CH2:17][CH2:16][NH:8][C:4]1[CH:3]=[C:2]([CH3:1])[CH:7]=[CH:6][N:5]=1)(=[O:20])=[O:21].